From a dataset of Forward reaction prediction with 1.9M reactions from USPTO patents (1976-2016). Predict the product of the given reaction. (1) The product is: [C:19]([O:18][C:17]([NH:16][CH2:15][CH2:14][NH:13][C:1](=[O:2])[NH:38][C:39]1[CH:43]=[N:42][N:41]2[CH2:44][CH2:45][N:46]([C:47]([C:60]3[CH:65]=[CH:64][CH:63]=[CH:62][CH:61]=3)([C:54]3[CH:59]=[CH:58][CH:57]=[CH:56][CH:55]=3)[C:48]3[CH:53]=[CH:52][CH:51]=[CH:50][CH:49]=3)[C:40]=12)=[O:23])([CH3:20])([CH3:22])[CH3:21]. Given the reactants [C:1](N1C=CN=C1)(N1C=CN=C1)=[O:2].[NH2:13][CH2:14][CH2:15][NH:16][C:17](=[O:23])[O:18][C:19]([CH3:22])([CH3:21])[CH3:20].C(N(C(C)C)C(C)C)C.S(=O)(=O)(O)O.[NH2:38][C:39]1[CH:43]=[N:42][N:41]2[CH2:44][CH2:45][NH:46][C:40]=12.[C:47](Cl)([C:60]1[CH:65]=[CH:64][CH:63]=[CH:62][CH:61]=1)([C:54]1[CH:59]=[CH:58][CH:57]=[CH:56][CH:55]=1)[C:48]1[CH:53]=[CH:52][CH:51]=[CH:50][CH:49]=1, predict the reaction product. (2) Given the reactants [Br:1][C:2]1[C:3]([S:11][C:12]2[NH:13][C:14]3[CH:19]=[CH:18][N:17]=[C:16]([NH2:20])[C:15]=3[N:21]=2)=[CH:4][C:5]2[O:9][CH2:8][O:7][C:6]=2[CH:10]=1.Br[CH2:23][CH2:24][N:25]1[C:33](=[O:34])[C:32]2[C:27](=[CH:28][CH:29]=[CH:30][CH:31]=2)[C:26]1=[O:35].C([O-])([O-])=O.[Cs+].[Cs+].NC1C2N=C(SC3C(I)=CC4OCOC=4C=3)N(CCN3C(=O)C4C(=CC=CC=4)C3=O)C=2C=CN=1, predict the reaction product. The product is: [NH2:20][C:16]1[C:15]2[N:21]=[C:12]([S:11][C:3]3[C:2]([Br:1])=[CH:10][C:6]4[O:7][CH2:8][O:9][C:5]=4[CH:4]=3)[N:13]([CH2:23][CH2:24][N:25]3[C:26](=[O:35])[C:27]4[C:32](=[CH:31][CH:30]=[CH:29][CH:28]=4)[C:33]3=[O:34])[C:14]=2[CH:19]=[CH:18][N:17]=1.